The task is: Predict which catalyst facilitates the given reaction.. This data is from Catalyst prediction with 721,799 reactions and 888 catalyst types from USPTO. (1) Reactant: C(O)(C(F)(F)F)=O.C(OC(N1CCC[C@H]1C1NC2C=C(C3C=C4C(=CC=3)C=C(C3C=CC(C5NC([C@@H]6CCCN6C(OCC6C=CC=CC=6)=O)=NC=5)=CC=3)C=C4)C=CC=2N=1)=O)(C)(C)C.C(OC([N:72]1[CH2:76][CH2:75][CH2:74][C@H:73]1[C:77]1[NH:81][C:80]2[CH:82]=[C:83]([C:86]3[CH:95]=[C:94]4[C:89]([CH:90]=[CH:91][C:92]([C:96]5[CH:101]=[CH:100][C:99]([C:102]6[NH:106][C:105]([C@@H:107]7[CH2:111][CH2:110][CH2:109][N:108]7[C:112]([O:114][CH2:115][C:116]7[CH:121]=[CH:120][CH:119]=[CH:118][CH:117]=7)=[O:113])=[N:104][CH:103]=6)=[CH:98][CH:97]=5)=[CH:93]4)=[CH:88][CH:87]=3)[CH:84]=[CH:85][C:79]=2[N:78]=1)=O)(C)(C)C.N1CCC[C@H]1C1NC2C=C(C3C=C4C(=CC=3)C=C(C3C=CC(C5NC([C@@H]6CCCN6C(OCC6C=CC=CC=6)=O)=NC=5)=CC=3)C=C4)C=CC=2N=1. Product: [NH:72]1[CH2:76][CH2:75][CH2:74][C@H:73]1[C:77]1[NH:81][C:80]2[CH:82]=[C:83]([C:86]3[CH:95]=[C:94]4[C:89]([CH:90]=[CH:91][C:92]([C:96]5[CH:97]=[CH:98][C:99]([C:102]6[NH:106][C:105]([C@@H:107]7[CH2:111][CH2:110][CH2:109][N:108]7[C:112]([O:114][CH2:115][C:116]7[CH:117]=[CH:118][CH:119]=[CH:120][CH:121]=7)=[O:113])=[N:104][CH:103]=6)=[CH:100][CH:101]=5)=[CH:93]4)=[CH:88][CH:87]=3)[CH:84]=[CH:85][C:79]=2[N:78]=1. The catalyst class is: 2. (2) Reactant: [CH3:1][S:2][C:3](SC)=[C:4]([C:7]#[N:8])[C:5]#[N:6].[C:11]([CH2:13][C:14]([NH2:16])=[S:15])#[N:12].C(N(CC)CC)C.Cl. Product: [NH2:8][C:7]1[C:4]([C:5]#[N:6])=[C:3]([S:2][CH3:1])[C:13]([C:11]#[N:12])=[C:14]([SH:15])[N:16]=1. The catalyst class is: 3. (3) Reactant: C([O:3][C:4](=[O:12])[CH:5]([CH2:9][CH:10]=[CH2:11])[CH2:6][CH:7]=[CH2:8])C.[OH-].[Na+]. Product: [CH2:6]([CH:5]([CH2:9][CH:10]=[CH2:11])[C:4]([OH:12])=[O:3])[CH:7]=[CH2:8]. The catalyst class is: 24. (4) Reactant: [Cl:1][C:2]1[CH:3]=[C:4]([C:8]2[O:12][N:11]=[CH:10][C:9]=2[C:13](OCC)=[O:14])[CH:5]=[CH:6][CH:7]=1.[H-].C([Al+]CC(C)C)C(C)C.Cl. Product: [Cl:1][C:2]1[CH:3]=[C:4]([C:8]2[O:12][N:11]=[CH:10][C:9]=2[CH2:13][OH:14])[CH:5]=[CH:6][CH:7]=1. The catalyst class is: 7.